From a dataset of Full USPTO retrosynthesis dataset with 1.9M reactions from patents (1976-2016). Predict the reactants needed to synthesize the given product. (1) Given the product [I:1][CH2:2][CH2:3][O:4][Si:10]([C:13]([CH3:16])([CH3:15])[CH3:14])([CH3:12])[CH3:11], predict the reactants needed to synthesize it. The reactants are: [I:1][CH2:2][CH2:3][OH:4].N1C=CN=C1.[Si:10](Cl)([C:13]([CH3:16])([CH3:15])[CH3:14])([CH3:12])[CH3:11]. (2) Given the product [CH:34]1[N:35]=[C:36]([NH2:37])[C:31]2[N:30]=[CH:29][N:28]([C@@H:26]3[O:27][C@H:23]([CH2:22][O:21][P:18]([O:17][P:14]([O:13][CH2:12][C@H:10]4[O:11][C@@H:7]([N:5]5[CH:4]=[C:3]([C:42]([NH2:44])=[O:43])[CH2:2][CH:1]=[CH:6]5)[C@H:8]([OH:41])[C@@H:9]4[OH:40])([OH:16])=[O:15])([OH:20])=[O:19])[C@@H:24]([OH:39])[C@H:25]3[OH:38])[C:32]=2[N:33]=1, predict the reactants needed to synthesize it. The reactants are: [CH:1]1[CH:6]=[N+:5]([C@@H:7]2[O:11][C@H:10]([CH2:12][O:13][P:14]([O:17][P:18]([O:21][CH2:22][C@H:23]3[O:27][C@@H:26]([N:28]4[C:32]5[N:33]=[CH:34][N:35]=[C:36]([NH2:37])[C:31]=5[N:30]=[CH:29]4)[C@H:25]([OH:38])[C@@H:24]3[OH:39])([OH:20])=[O:19])([OH:16])=[O:15])[C@@H:9]([OH:40])[C@H:8]2[OH:41])[CH:4]=[C:3]([C:42]([NH2:44])=[O:43])[CH:2]=1.P([O-])([O-])([O-])=O.[OH-].[Na+]. (3) Given the product [CH2:14]([NH:1][C:2]1[C:3]([CH3:13])=[C:4]([NH:8][S:9]([CH3:12])(=[O:11])=[O:10])[CH:5]=[CH:6][CH:7]=1)[C:15]1[CH:20]=[CH:19][CH:18]=[CH:17][CH:16]=1, predict the reactants needed to synthesize it. The reactants are: [NH2:1][C:2]1[C:3]([CH3:13])=[C:4]([NH:8][S:9]([CH3:12])(=[O:11])=[O:10])[CH:5]=[CH:6][CH:7]=1.[CH:14](=O)[C:15]1[CH:20]=[CH:19][CH:18]=[CH:17][CH:16]=1.